This data is from NCI-60 drug combinations with 297,098 pairs across 59 cell lines. The task is: Regression. Given two drug SMILES strings and cell line genomic features, predict the synergy score measuring deviation from expected non-interaction effect. (1) Drug 1: CNC(=O)C1=CC=CC=C1SC2=CC3=C(C=C2)C(=NN3)C=CC4=CC=CC=N4. Drug 2: C1=CC=C(C=C1)NC(=O)CCCCCCC(=O)NO. Cell line: HL-60(TB). Synergy scores: CSS=39.2, Synergy_ZIP=2.74, Synergy_Bliss=-7.86, Synergy_Loewe=-12.4, Synergy_HSA=-5.66. (2) Drug 1: C1CCC(C1)C(CC#N)N2C=C(C=N2)C3=C4C=CNC4=NC=N3. Drug 2: C1=CC(=CC=C1C#N)C(C2=CC=C(C=C2)C#N)N3C=NC=N3. Cell line: NCI-H322M. Synergy scores: CSS=5.83, Synergy_ZIP=0.560, Synergy_Bliss=1.04, Synergy_Loewe=2.38, Synergy_HSA=0.897. (3) Drug 1: C1=NC2=C(N1)C(=S)N=CN2. Drug 2: C1=NC2=C(N=C(N=C2N1C3C(C(C(O3)CO)O)F)Cl)N. Cell line: BT-549. Synergy scores: CSS=1.75, Synergy_ZIP=-1.85, Synergy_Bliss=-0.693, Synergy_Loewe=-3.65, Synergy_HSA=-2.47. (4) Drug 1: CCCCC(=O)OCC(=O)C1(CC(C2=C(C1)C(=C3C(=C2O)C(=O)C4=C(C3=O)C=CC=C4OC)O)OC5CC(C(C(O5)C)O)NC(=O)C(F)(F)F)O. Drug 2: B(C(CC(C)C)NC(=O)C(CC1=CC=CC=C1)NC(=O)C2=NC=CN=C2)(O)O. Cell line: SR. Synergy scores: CSS=75.9, Synergy_ZIP=4.17, Synergy_Bliss=3.51, Synergy_Loewe=1.18, Synergy_HSA=3.22. (5) Drug 1: C1C(C(OC1N2C=NC3=C(N=C(N=C32)Cl)N)CO)O. Drug 2: CN1C2=C(C=C(C=C2)N(CCCl)CCCl)N=C1CCCC(=O)O.Cl. Cell line: K-562. Synergy scores: CSS=37.9, Synergy_ZIP=-8.91, Synergy_Bliss=-9.64, Synergy_Loewe=-47.1, Synergy_HSA=-8.39. (6) Drug 1: C1CC(=O)NC(=O)C1N2CC3=C(C2=O)C=CC=C3N. Drug 2: CCC(=C(C1=CC=CC=C1)C2=CC=C(C=C2)OCCN(C)C)C3=CC=CC=C3.C(C(=O)O)C(CC(=O)O)(C(=O)O)O. Cell line: OVCAR3. Synergy scores: CSS=-0.516, Synergy_ZIP=-0.332, Synergy_Bliss=-2.10, Synergy_Loewe=-2.45, Synergy_HSA=-3.10. (7) Drug 1: CS(=O)(=O)C1=CC(=C(C=C1)C(=O)NC2=CC(=C(C=C2)Cl)C3=CC=CC=N3)Cl. Drug 2: CCC1=CC2CC(C3=C(CN(C2)C1)C4=CC=CC=C4N3)(C5=C(C=C6C(=C5)C78CCN9C7C(C=CC9)(C(C(C8N6C)(C(=O)OC)O)OC(=O)C)CC)OC)C(=O)OC.C(C(C(=O)O)O)(C(=O)O)O. Cell line: HL-60(TB). Synergy scores: CSS=86.8, Synergy_ZIP=33.6, Synergy_Bliss=36.0, Synergy_Loewe=-6.89, Synergy_HSA=32.9. (8) Drug 1: C1=CC(=CC=C1CCC2=CNC3=C2C(=O)NC(=N3)N)C(=O)NC(CCC(=O)O)C(=O)O. Drug 2: CS(=O)(=O)OCCCCOS(=O)(=O)C. Cell line: SF-539. Synergy scores: CSS=49.6, Synergy_ZIP=-2.93, Synergy_Bliss=-4.25, Synergy_Loewe=-7.77, Synergy_HSA=-3.16. (9) Drug 1: CC1C(C(CC(O1)OC2CC(CC3=C2C(=C4C(=C3O)C(=O)C5=C(C4=O)C(=CC=C5)OC)O)(C(=O)CO)O)N)O.Cl. Drug 2: C(CCl)NC(=O)N(CCCl)N=O. Cell line: T-47D. Synergy scores: CSS=32.9, Synergy_ZIP=-1.15, Synergy_Bliss=2.86, Synergy_Loewe=-29.9, Synergy_HSA=1.46.